This data is from Catalyst prediction with 721,799 reactions and 888 catalyst types from USPTO. The task is: Predict which catalyst facilitates the given reaction. (1) Reactant: [Cl:1][C:2]1[C:3]2[N:4]([CH:18]=[N:19][CH:20]=2)[C:5]([C:11]2[CH:16]=[CH:15][CH:14]=[C:13]([F:17])[CH:12]=2)=[C:6]([CH:8]([NH2:10])[CH3:9])[CH:7]=1.Br[C:22]1[N:30]=[CH:29][N:28]=[C:27]2[C:23]=1[N:24]=[CH:25][NH:26]2.C(N(CC)C(C)C)(C)C. Product: [Cl:1][C:2]1[C:3]2[N:4]([CH:18]=[N:19][CH:20]=2)[C:5]([C:11]2[CH:16]=[CH:15][CH:14]=[C:13]([F:17])[CH:12]=2)=[C:6]([CH:8]([NH:10][C:22]2[N:30]=[CH:29][N:28]=[C:27]3[C:23]=2[N:24]=[CH:25][NH:26]3)[CH3:9])[CH:7]=1. The catalyst class is: 8. (2) Reactant: Cl[C:2]1[N:7]=[CH:6][N:5]=[C:4]([NH2:8])[C:3]=1[C:9]1[O:10][C:11]([CH3:14])=[N:12][N:13]=1.[NH2:15][C@H:16]([C:19]1[N:28]([CH:29]2[CH2:31][CH2:30]2)[C:27](=[O:32])[C:26]2[C:21](=[CH:22][CH:23]=[CH:24][C:25]=2[F:33])[N:20]=1)[CH2:17][CH3:18].CCN(C(C)C)C(C)C.CCOC(C)=O. Product: [NH2:8][C:4]1[N:5]=[CH:6][N:7]=[C:2]([NH:15][C@H:16]([C:19]2[N:28]([CH:29]3[CH2:30][CH2:31]3)[C:27](=[O:32])[C:26]3[C:21](=[CH:22][CH:23]=[CH:24][C:25]=3[F:33])[N:20]=2)[CH2:17][CH3:18])[C:3]=1[C:9]1[O:10][C:11]([CH3:14])=[N:12][N:13]=1. The catalyst class is: 114. (3) Reactant: [CH3:1][O:2][C:3]1([O:14][CH3:15])[CH2:8][CH2:7][C:6]([CH3:13])([C:9](OC)=[O:10])[CH2:5][CH2:4]1. Product: [CH3:15][O:14][C:3]1([O:2][CH3:1])[CH2:4][CH2:5][C:6]([CH2:9][OH:10])([CH3:13])[CH2:7][CH2:8]1. The catalyst class is: 2. (4) Reactant: Cl.C(OC([N:9]1[CH2:14][CH:13]2[CH:11]([C:12]2([CH3:16])[CH3:15])[C:10]1=[O:17])=O)(C)(C)C. Product: [CH3:15][C:12]1([CH3:16])[CH:11]2[CH:13]1[CH2:14][NH:9][C:10]2=[O:17]. The catalyst class is: 11.